Predict the reaction yield, written as a fraction of the theoretical maximum amount of product (1.0 means a 100% yield; for example, 0.34 means a 34% yield). From a dataset of Reaction yield outcomes from USPTO patents with 853,638 reactions. (1) The reactants are [C:1]([C:3]1[C:8]([F:9])=[CH:7][C:6]([N+:10]([O-])=O)=[CH:5][N:4]=1)#[N:2].CCOC(C)=O.CC(O)=O. The catalyst is [Fe].CCOCC. The product is [NH2:10][C:6]1[CH:7]=[C:8]([F:9])[C:3]([C:1]#[N:2])=[N:4][CH:5]=1. The yield is 0.940. (2) The reactants are Br[C:2]1[CH:3]=[CH:4][C:5]([C:8]([NH:10][S:11]([C:14]2[CH:19]=[CH:18][CH:17]=[CH:16][C:15]=2[S:20](=[O:23])(=[O:22])[NH2:21])(=[O:13])=[O:12])=[O:9])=[N:6][CH:7]=1.[C:24]([CH:26]1[CH2:31][CH2:30][CH2:29][CH2:28][CH2:27]1)#[CH:25]. No catalyst specified. The product is [CH:26]1([C:24]#[C:25][C:2]2[CH:3]=[CH:4][C:5]([C:8]([NH:10][S:11]([C:14]3[CH:19]=[CH:18][CH:17]=[CH:16][C:15]=3[S:20](=[O:23])(=[O:22])[NH2:21])(=[O:13])=[O:12])=[O:9])=[N:6][CH:7]=2)[CH2:31][CH2:30][CH2:29][CH2:28][CH2:27]1. The yield is 0.0400. (3) The reactants are [C:1]1([CH3:12])[CH:6]=[C:5]([CH3:7])[CH:4]=[C:3]([CH3:8])[C:2]=1[CH2:9][CH:10]=O.Br[Si](C)(C)C.[NH2:18][C:19]1[N:24]=[C:23]([OH:25])[CH:22]=[C:21]([NH:26][CH3:27])[N:20]=1. The catalyst is O.C(=O)([O-])[O-].[K+].[K+].CS(C)=O.C(#N)C. The product is [NH2:18][C:19]1[NH:24][C:23](=[O:25])[C:22]2[C:9]([C:2]3[C:3]([CH3:8])=[CH:4][C:5]([CH3:7])=[CH:6][C:1]=3[CH3:12])=[CH:10][N:26]([CH3:27])[C:21]=2[N:20]=1. The yield is 0.680. (4) The reactants are [C:1]([O:5][C:6]([N:8]1[CH2:12][CH2:11][CH2:10][CH:9]1[C:13]1[NH:17][C:16]2[C:18]3[C:23]([CH2:24][CH2:25][C:15]=2[N:14]=1)=[CH:22][C:21](Br)=[CH:20][CH:19]=3)=[O:7])([CH3:4])([CH3:3])[CH3:2].[CH3:27][C:28]1([CH3:44])[C:32]([CH3:34])([CH3:33])[O:31][B:30]([B:30]2[O:31][C:32]([CH3:34])([CH3:33])[C:28]([CH3:44])([CH3:27])[O:29]2)[O:29]1. The catalyst is O1CCOCC1.[Pd+2].[Cl-].[Cl-].C1(P(C2C=CC=CC=2)[C-]2C=CC=C2)C=CC=CC=1.[C-]1(P(C2C=CC=CC=2)C2C=CC=CC=2)C=CC=C1.[Fe+2]. The product is [C:1]([O:5][C:6]([N:8]1[CH2:12][CH2:11][CH2:10][CH:9]1[C:13]1[NH:17][C:16]2[C:18]3[C:23]([CH2:24][CH2:25][C:15]=2[N:14]=1)=[CH:22][C:21]([B:30]1[O:31][C:32]([CH3:34])([CH3:33])[C:28]([CH3:44])([CH3:27])[O:29]1)=[CH:20][CH:19]=3)=[O:7])([CH3:4])([CH3:3])[CH3:2]. The yield is 0.820. (5) The reactants are [CH:1]1([C:4]([N:6]2[CH2:11][CH2:10][N:9]([C:12]([C:14]3[CH:19]=[CH:18][C:17]([CH:20]4[C:29](=O)[C:28]5[C:27]([C:31](OC)=[O:32])=[CH:26][CH:25]=[CH:24][C:23]=5[NH:22][CH:21]4[C:35]4[CH:40]=[CH:39][C:38]([CH:41]([O:45][CH2:46][CH3:47])[O:42][CH2:43][CH3:44])=[CH:37][CH:36]=4)=[CH:16][CH:15]=3)=[O:13])[CH2:8][CH2:7]2)=O)[CH2:3][CH2:2]1.[OH2:48].[NH2:49][NH2:50]. The catalyst is CO. The product is [CH:1]1([C:4]([N:6]2[CH2:7][CH2:8][N:9]([C:12]([C:14]3[CH:15]=[CH:16][C:17]([CH:20]4[C:29]5=[N:49][NH:50][C:31](=[O:32])[C:27]6[CH:26]=[CH:25][CH:24]=[C:23]([C:28]=65)[NH:22][CH:21]4[C:35]4[CH:40]=[CH:39][C:38]([CH:41]([O:42][CH2:43][CH3:44])[O:45][CH2:46][CH3:47])=[CH:37][CH:36]=4)=[CH:18][CH:19]=3)=[O:13])[CH2:10][CH2:11]2)=[O:48])[CH2:2][CH2:3]1. The yield is 0.650.